The task is: Predict the reactants needed to synthesize the given product.. This data is from Retrosynthesis with 50K atom-mapped reactions and 10 reaction types from USPTO. (1) Given the product COc1ccc(Nc2ccn(-c3ccccc3)n2)cc1, predict the reactants needed to synthesize it. The reactants are: COc1ccc(Nc2cc(Cl)n(-c3ccccc3)n2)cc1. (2) Given the product Cc1ccc(S(=O)(=O)n2ccc3c(-c4c(-c5ccc(F)cc5)nc5ccc(N6CCN[C@H](C)C6)nn45)ccnc32)cc1, predict the reactants needed to synthesize it. The reactants are: C[C@@H]1CNCCN1.Cc1ccc(S(=O)(=O)n2ccc3c(-c4c(-c5ccc(F)cc5)nc5ccc(Cl)nn45)ccnc32)cc1. (3) Given the product CC(C)(C)OC(=O)n1ncc2ccc(N)cc21, predict the reactants needed to synthesize it. The reactants are: CC(C)(C)OC(=O)n1ncc2ccc([N+](=O)[O-])cc21. (4) Given the product NC(=O)C1CCCCN1C(=O)[C@H](Cc1ccc(F)cc1)NC(=O)c1cc2cc(Cl)ncc2[nH]1, predict the reactants needed to synthesize it. The reactants are: NC(=O)C1CCCCN1.O=C(N[C@@H](Cc1ccc(F)cc1)C(=O)O)c1cc2cc(Cl)ncc2[nH]1. (5) Given the product CC(C)(C)OC(=O)NC(=N)c1ccc(CNC(=O)C2(Cc3ccccc3)CCc3ncc(NC(=O)OCc4ccccc4)c(=O)n32)cc1, predict the reactants needed to synthesize it. The reactants are: CC(C)(C)OC(=O)NC(=N)c1ccc(CN)cc1.O=C(Nc1cnc2n(c1=O)C(Cc1ccccc1)(C(=O)O)CC2)OCc1ccccc1. (6) Given the product COC(=O)c1ccccc1-c1nc2cc(F)c(F)cc2n1CC1CCCCC1, predict the reactants needed to synthesize it. The reactants are: BrCC1CCCCC1.COC(=O)c1ccccc1-c1nc2cc(F)c(F)cc2[nH]1. (7) Given the product COc1c(F)cc(C(=O)Nc2ccc(-c3cn4cc(C)ccc4n3)cc2)cc1F, predict the reactants needed to synthesize it. The reactants are: COc1c(F)cc(C(=O)O)cc1F.Cc1ccc2nc(-c3ccc(N)cc3)cn2c1. (8) Given the product COC(=O)CCC(=O)c1ccc2c(c1)CC(NS(=O)(=O)c1ccccc1OC)C2, predict the reactants needed to synthesize it. The reactants are: COC(=O)CCC(=O)c1ccc2c(c1)CC(N)C2.COc1ccccc1S(=O)(=O)Br.